This data is from NCI-60 drug combinations with 297,098 pairs across 59 cell lines. The task is: Regression. Given two drug SMILES strings and cell line genomic features, predict the synergy score measuring deviation from expected non-interaction effect. (1) Drug 1: CC(CN1CC(=O)NC(=O)C1)N2CC(=O)NC(=O)C2. Drug 2: CC(C1=C(C=CC(=C1Cl)F)Cl)OC2=C(N=CC(=C2)C3=CN(N=C3)C4CCNCC4)N. Cell line: SF-539. Synergy scores: CSS=4.74, Synergy_ZIP=-4.88, Synergy_Bliss=-7.13, Synergy_Loewe=-6.12, Synergy_HSA=-6.17. (2) Drug 1: COC1=CC(=CC(=C1O)OC)C2C3C(COC3=O)C(C4=CC5=C(C=C24)OCO5)OC6C(C(C7C(O6)COC(O7)C8=CC=CS8)O)O. Drug 2: C#CCC(CC1=CN=C2C(=N1)C(=NC(=N2)N)N)C3=CC=C(C=C3)C(=O)NC(CCC(=O)O)C(=O)O. Cell line: NCI-H460. Synergy scores: CSS=39.1, Synergy_ZIP=0.811, Synergy_Bliss=-0.422, Synergy_Loewe=-0.204, Synergy_HSA=-0.146. (3) Drug 1: CC1OCC2C(O1)C(C(C(O2)OC3C4COC(=O)C4C(C5=CC6=C(C=C35)OCO6)C7=CC(=C(C(=C7)OC)O)OC)O)O. Drug 2: B(C(CC(C)C)NC(=O)C(CC1=CC=CC=C1)NC(=O)C2=NC=CN=C2)(O)O. Cell line: OVCAR-8. Synergy scores: CSS=11.6, Synergy_ZIP=-10.1, Synergy_Bliss=-3.17, Synergy_Loewe=-2.62, Synergy_HSA=-2.95. (4) Drug 1: CCC1=C2CN3C(=CC4=C(C3=O)COC(=O)C4(CC)O)C2=NC5=C1C=C(C=C5)O. Drug 2: C1=NNC2=C1C(=O)NC=N2. Cell line: NCI-H522. Synergy scores: CSS=39.6, Synergy_ZIP=-1.27, Synergy_Bliss=-3.20, Synergy_Loewe=-71.0, Synergy_HSA=-3.07. (5) Drug 1: CN1CCC(CC1)COC2=C(C=C3C(=C2)N=CN=C3NC4=C(C=C(C=C4)Br)F)OC. Drug 2: C1C(C(OC1N2C=NC3=C(N=C(N=C32)Cl)N)CO)O. Cell line: MCF7. Synergy scores: CSS=4.44, Synergy_ZIP=-1.69, Synergy_Bliss=1.31, Synergy_Loewe=-2.97, Synergy_HSA=-1.24. (6) Drug 1: CC(C1=C(C=CC(=C1Cl)F)Cl)OC2=C(N=CC(=C2)C3=CN(N=C3)C4CCNCC4)N. Drug 2: C1C(C(OC1N2C=C(C(=O)NC2=O)F)CO)O. Cell line: SW-620. Synergy scores: CSS=45.8, Synergy_ZIP=2.72, Synergy_Bliss=4.27, Synergy_Loewe=-0.940, Synergy_HSA=7.64.